Predict the product of the given reaction. From a dataset of Forward reaction prediction with 1.9M reactions from USPTO patents (1976-2016). (1) Given the reactants [S:1]([CH2:4][C:5]([C:7]1[CH:12]=[CH:11][C:10]([C:13]([F:16])([F:15])[F:14])=[CH:9][CH:8]=1)=O)[C:2]#[N:3].S(=O)(=O)(O)[OH:18], predict the reaction product. The product is: [F:14][C:13]([F:16])([F:15])[C:10]1[CH:11]=[CH:12][C:7]([C:5]2[NH:3][C:2](=[O:18])[S:1][CH:4]=2)=[CH:8][CH:9]=1. (2) Given the reactants [CH2:1]([O:8][NH:9][C:10](=[O:38])[C@H:11]([N:14]([CH2:28][C:29]1[CH:34]=[CH:33][C:32]2[O:35][CH2:36][O:37][C:31]=2[CH:30]=1)[S:15]([C:18]1[C:23]([CH3:24])=[CH:22][C:21]([O:25][CH3:26])=[CH:20][C:19]=1[CH3:27])(=[O:17])=[O:16])[CH2:12][OH:13])[C:2]1[CH:7]=[CH:6][CH:5]=[CH:4][CH:3]=1.[C:39](OC(=O)C)(=[O:41])[CH3:40], predict the reaction product. The product is: [CH2:1]([O:8][NH:9][C:10](=[O:38])[C@H:11]([N:14]([CH2:28][C:29]1[CH:34]=[CH:33][C:32]2[O:35][CH2:36][O:37][C:31]=2[CH:30]=1)[S:15]([C:18]1[C:23]([CH3:24])=[CH:22][C:21]([O:25][CH3:26])=[CH:20][C:19]=1[CH3:27])(=[O:17])=[O:16])[CH2:12][O:13][C:39](=[O:41])[CH3:40])[C:2]1[CH:7]=[CH:6][CH:5]=[CH:4][CH:3]=1. (3) Given the reactants [Cl:1][C:2]1[C:7]([C:8]2[C:9](=[O:31])[N:10]([CH:28]([CH3:30])[CH3:29])[C:11]3[C:16]([CH:17]=2)=[CH:15][N:14]=[C:13]([NH:18]CC2C=CC(OC)=CC=2)[CH:12]=3)=[CH:6][C:5]([NH:32][C:33]([NH:35][C:36]2[CH:41]=[CH:40][CH:39]=[C:38]([F:42])[CH:37]=2)=[O:34])=[C:4]([F:43])[CH:3]=1.C1(OC)C=CC=CC=1, predict the reaction product. The product is: [NH2:18][C:13]1[CH:12]=[C:11]2[C:16]([CH:17]=[C:8]([C:7]3[C:2]([Cl:1])=[CH:3][C:4]([F:43])=[C:5]([NH:32][C:33]([NH:35][C:36]4[CH:41]=[CH:40][CH:39]=[C:38]([F:42])[CH:37]=4)=[O:34])[CH:6]=3)[C:9](=[O:31])[N:10]2[CH:28]([CH3:30])[CH3:29])=[CH:15][N:14]=1. (4) Given the reactants [N+:1]([C:4]1[N:5]=[C:6]([S:9][C:10]2[CH:15]=[CH:14][CH:13]=[CH:12][C:11]=2[N+:16]([O-:18])=[O:17])[NH:7][CH:8]=1)([O-:3])=[O:2].[CH3:19]N(C)C=O.C(=O)([O-])[O-].[K+].[K+].[F-].[Cs+].[C:32]([O:35][CH2:36][CH3:37])(=O)C, predict the reaction product. The product is: [CH3:19][C@@:36]1([CH2:37][N:7]2[CH:8]=[C:4]([N+:1]([O-:3])=[O:2])[N:5]=[C:6]2[S:9][C:10]2[CH:15]=[CH:14][CH:13]=[CH:12][C:11]=2[N+:16]([O-:18])=[O:17])[CH2:32][O:35]1.